Dataset: NCI-60 drug combinations with 297,098 pairs across 59 cell lines. Task: Regression. Given two drug SMILES strings and cell line genomic features, predict the synergy score measuring deviation from expected non-interaction effect. (1) Synergy scores: CSS=12.9, Synergy_ZIP=-4.65, Synergy_Bliss=0.0480, Synergy_Loewe=-11.0, Synergy_HSA=-1.49. Cell line: SN12C. Drug 1: C1CN1P(=S)(N2CC2)N3CC3. Drug 2: CC12CCC3C(C1CCC2O)C(CC4=C3C=CC(=C4)O)CCCCCCCCCS(=O)CCCC(C(F)(F)F)(F)F. (2) Drug 2: C1=NC2=C(N=C(N=C2N1C3C(C(C(O3)CO)O)O)F)N. Cell line: A549. Synergy scores: CSS=-4.10, Synergy_ZIP=2.90, Synergy_Bliss=0.459, Synergy_Loewe=-4.82, Synergy_HSA=-4.70. Drug 1: C1CCN(CC1)CCOC2=CC=C(C=C2)C(=O)C3=C(SC4=C3C=CC(=C4)O)C5=CC=C(C=C5)O. (3) Drug 1: C1CN(CCN1C(=O)CCBr)C(=O)CCBr. Drug 2: CC(C)CN1C=NC2=C1C3=CC=CC=C3N=C2N. Cell line: SK-OV-3. Synergy scores: CSS=4.62, Synergy_ZIP=3.14, Synergy_Bliss=3.74, Synergy_Loewe=7.68, Synergy_HSA=6.18. (4) Drug 1: C1=NC(=NC(=O)N1C2C(C(C(O2)CO)O)O)N. Drug 2: C1CC(=O)NC(=O)C1N2C(=O)C3=CC=CC=C3C2=O. Cell line: KM12. Synergy scores: CSS=44.3, Synergy_ZIP=2.98, Synergy_Bliss=2.70, Synergy_Loewe=-21.7, Synergy_HSA=2.15. (5) Drug 1: C1CNP(=O)(OC1)N(CCCl)CCCl. Drug 2: N.N.Cl[Pt+2]Cl. Cell line: SK-MEL-5. Synergy scores: CSS=57.9, Synergy_ZIP=-1.77, Synergy_Bliss=-1.85, Synergy_Loewe=-34.3, Synergy_HSA=0.921. (6) Drug 1: C1=C(C(=O)NC(=O)N1)F. Drug 2: CC(C)CN1C=NC2=C1C3=CC=CC=C3N=C2N. Cell line: IGROV1. Synergy scores: CSS=35.6, Synergy_ZIP=7.80, Synergy_Bliss=6.38, Synergy_Loewe=5.89, Synergy_HSA=6.10. (7) Drug 1: CC1=C(C=C(C=C1)NC2=NC=CC(=N2)N(C)C3=CC4=NN(C(=C4C=C3)C)C)S(=O)(=O)N.Cl. Drug 2: C(CC(=O)O)C(=O)CN.Cl. Cell line: CCRF-CEM. Synergy scores: CSS=18.6, Synergy_ZIP=-7.61, Synergy_Bliss=-4.33, Synergy_Loewe=-4.10, Synergy_HSA=-4.07.